This data is from CYP2D6 inhibition data for predicting drug metabolism from PubChem BioAssay. The task is: Regression/Classification. Given a drug SMILES string, predict its absorption, distribution, metabolism, or excretion properties. Task type varies by dataset: regression for continuous measurements (e.g., permeability, clearance, half-life) or binary classification for categorical outcomes (e.g., BBB penetration, CYP inhibition). Dataset: cyp2d6_veith. (1) The drug is CCCCNC(=O)NC1C(NC(=O)NCCCC)N(C)C(=O)N1C. The result is 0 (non-inhibitor). (2) The result is 1 (inhibitor). The drug is Cc1cccc(CN2CCN([C@@H](c3ccccc3)c3ccc(Cl)cc3)CC2)c1. (3) The drug is COc1ccc(/C(O)=C2/C(=O)C(=O)N(CC3CCCO3)C2c2cccc(O)c2)cc1. The result is 0 (non-inhibitor). (4) The drug is Cc1cc(=O)oc(C)c1C(=O)OCC(=O)c1ccc(Cl)cc1. The result is 0 (non-inhibitor).